From a dataset of Full USPTO retrosynthesis dataset with 1.9M reactions from patents (1976-2016). Predict the reactants needed to synthesize the given product. (1) The reactants are: C(OC(=O)[NH:7][CH:8]1[CH2:13][CH2:12][N:11]([CH2:14][CH2:15][N:16]2[C:25]3[C:20](=[CH:21][C:22]([F:27])=[CH:23][C:24]=3[F:26])[N:19]=[CH:18][C:17]2=[O:28])[CH2:10][CH2:9]1)(C)(C)C.Cl.NC1CCN(CCN2C3C(=C(F)C=C(F)C=3)N=CC2=O)CC1. Given the product [NH2:7][CH:8]1[CH2:13][CH2:12][N:11]([CH2:14][CH2:15][N:16]2[C:25]3[C:20](=[CH:21][C:22]([F:27])=[CH:23][C:24]=3[F:26])[N:19]=[CH:18][C:17]2=[O:28])[CH2:10][CH2:9]1, predict the reactants needed to synthesize it. (2) Given the product [NH:40]1[C:48]2[C:43](=[CH:44][CH:45]=[CH:46][CH:47]=2)[C:42]([C:49](=[O:51])[CH2:50][C:29]2([OH:39])[C:28]3[C:32](=[CH:33][CH:34]=[C:26]([Cl:25])[CH:27]=3)[N:31]([CH2:35][CH2:36][CH3:37])[C:30]2=[O:38])=[CH:41]1, predict the reactants needed to synthesize it. The reactants are: C(N1C2C(=CC=CC=2)C(O)(CC(=O)C2C=CC=CN=2)C1=O)CCC.[Cl:25][C:26]1[CH:27]=[C:28]2[C:32](=[CH:33][CH:34]=1)[N:31]([CH2:35][CH2:36][CH3:37])[C:30](=[O:38])[C:29]2=[O:39].[NH:40]1[C:48]2[C:43](=[CH:44][CH:45]=[CH:46][CH:47]=2)[C:42]([C:49](=[O:51])[CH3:50])=[CH:41]1. (3) Given the product [Cl:1][C:2]1[CH:3]=[C:4]2[C:8](=[CH:9][CH:10]=1)[N:7]([CH3:11])[C:6]([CH2:12][CH2:13][CH2:14][CH2:15][CH2:16][CH3:17])=[C:5]2[C:18]([C:20]1[CH:21]=[C:22]([CH:27]=[CH:28][CH:29]=1)[C:23]([OH:25])=[O:24])=[O:19], predict the reactants needed to synthesize it. The reactants are: [Cl:1][C:2]1[CH:3]=[C:4]2[C:8](=[CH:9][CH:10]=1)[N:7]([CH3:11])[C:6]([CH2:12][CH2:13][CH2:14][CH2:15][CH2:16][CH3:17])=[C:5]2[C:18]([C:20]1[CH:21]=[C:22]([CH:27]=[CH:28][CH:29]=1)[C:23]([O:25]C)=[O:24])=[O:19].O.[OH-].[Li+]. (4) Given the product [CH3:9][N:10]1[C:15](=[O:16])[C:14]2[C:17]([S:45][C:42]3[CH:41]=[CH:40][C:39]([N+:36]([O-:38])=[O:37])=[CH:44][N:43]=3)=[C:18]([CH2:20][C:21]3[C:30]4[C:25](=[CH:26][CH:27]=[CH:28][CH:29]=4)[CH:24]=[CH:23][CH:22]=3)[S:19][C:13]=2[N:12]([CH2:31][CH:32]([CH3:33])[CH3:34])[C:11]1=[O:35], predict the reactants needed to synthesize it. The reactants are: C([N-]C(C)C)(C)C.[Li+].[CH3:9][N:10]1[C:15](=[O:16])[C:14]2[CH:17]=[C:18]([CH2:20][C:21]3[C:30]4[C:25](=[CH:26][CH:27]=[CH:28][CH:29]=4)[CH:24]=[CH:23][CH:22]=3)[S:19][C:13]=2[N:12]([CH2:31][CH:32]([CH3:34])[CH3:33])[C:11]1=[O:35].[N+:36]([C:39]1[CH:40]=[CH:41][C:42]([S:45][S:45][C:42]2[CH:41]=[CH:40][C:39]([N+:36]([O-:38])=[O:37])=[CH:44][N:43]=2)=[N:43][CH:44]=1)([O-:38])=[O:37].C(=O)([O-])O.[Na+].